This data is from Catalyst prediction with 721,799 reactions and 888 catalyst types from USPTO. The task is: Predict which catalyst facilitates the given reaction. (1) Reactant: C(O[C:6]([NH:8][C:9]1[CH:14]=[CH:13][CH:12]=[C:11]([O:15][CH:16]([CH3:18])[CH3:17])[CH:10]=1)=[O:7])(C)(C)C.C([Li])(C)(C)C.C(OCC)(=O)[C:25](OCC)=[O:26].Cl. Product: [CH:16]([O:15][C:11]1[CH:12]=[CH:13][CH:14]=[C:9]2[C:10]=1[C:25](=[O:26])[C:6](=[O:7])[NH:8]2)([CH3:17])[CH3:18]. The catalyst class is: 1. (2) Reactant: Br[C:2]1[CH:3]=[C:4]2[C:9]([NH:10][C@H:11]3[C@@H:15]([O:16][CH3:17])[CH2:14][N:13]([C:18]([C:20]4([C:23]#[N:24])[CH2:22][CH2:21]4)=[O:19])[CH2:12]3)=[C:8]([C:25]([NH2:27])=[O:26])[CH:7]=[N:6][N:5]2[CH:28]=1.[CH3:29][O:30][C:31]1[CH:36]=[CH:35][C:34](B(O)O)=[CH:33][CH:32]=1.P([O-])([O-])([O-])=O.[K+].[K+].[K+]. Product: [C:23]([C:20]1([C:18]([N:13]2[CH2:14][C@H:15]([O:16][CH3:17])[C@H:11]([NH:10][C:9]3[C:4]4[N:5]([CH:28]=[C:2]([C:34]5[CH:35]=[CH:36][C:31]([O:30][CH3:29])=[CH:32][CH:33]=5)[CH:3]=4)[N:6]=[CH:7][C:8]=3[C:25]([NH2:27])=[O:26])[CH2:12]2)=[O:19])[CH2:22][CH2:21]1)#[N:24]. The catalyst class is: 12. (3) Reactant: [OH:1][CH2:2][C@@H:3]1[CH2:9][CH2:8][C:5]2([CH2:7][CH2:6]2)[N:4]1[C:10]([O:12][C:13]([CH3:16])([CH3:15])[CH3:14])=[O:11].C(Cl)(Cl)(Cl)Cl.[OH2:22]. Product: [C:13]([O:12][C:10]([N:4]1[C@H:3]([C:2]([OH:22])=[O:1])[CH2:9][CH2:8][C:5]21[CH2:6][CH2:7]2)=[O:11])([CH3:16])([CH3:15])[CH3:14]. The catalyst class is: 23.